Dataset: Catalyst prediction with 721,799 reactions and 888 catalyst types from USPTO. Task: Predict which catalyst facilitates the given reaction. (1) Reactant: [OH:1][CH:2]1[CH2:7][CH2:6][CH2:5][CH:4]([NH:8][C:9]2[CH:16]=[CH:15][C:12]([C:13]#[N:14])=[C:11]([C:17]([F:20])([F:19])[F:18])[CH:10]=2)[CH2:3]1.C(N(CC)CC)C. Product: [O:1]=[C:2]1[CH2:7][CH2:6][CH2:5][CH:4]([NH:8][C:9]2[CH:16]=[CH:15][C:12]([C:13]#[N:14])=[C:11]([C:17]([F:18])([F:19])[F:20])[CH:10]=2)[CH2:3]1. The catalyst class is: 16. (2) Reactant: C([C:6]1[CH:7]=[C:8]([CH:14]=[CH:15][CH:16]=1)[CH:9]=[CH:10][C:11]([OH:13])=[O:12])(=O)CCC.[C:17](Cl)(=[O:21])[C:18](Cl)=O.[O:23]1CCOCC1.N1[CH:34]=[CH:33]C=CC=1. Product: [C:11]([CH:10]=[CH:9][C:8]1[CH:7]=[C:6]([O:23][C:17](=[O:21])[CH2:18][CH2:33][CH3:34])[CH:16]=[CH:15][CH:14]=1)([OH:13])=[O:12]. The catalyst class is: 139. (3) Reactant: [CH3:1][N:2]([CH2:13][C:14]1[N:15]=[C:16]2[CH:21]=[CH:20][CH:19]=[CH:18][N:17]2[C:22]=1[C:23]([OH:25])=O)[CH:3]1[C:12]2[N:11]=[CH:10][CH:9]=[CH:8][C:7]=2[CH2:6][CH2:5][CH2:4]1.[N:26]1([CH2:31][CH2:32][NH2:33])[CH2:30][CH2:29][CH2:28][CH2:27]1.O.ON1C2C=CC=CC=2N=N1.Cl.CN(C)CCCN=C=NCC.FC(F)(F)C(O)=O. Product: [CH3:1][N:2]([CH2:13][C:14]1[N:15]=[C:16]2[CH:21]=[CH:20][CH:19]=[CH:18][N:17]2[C:22]=1[C:23]([NH:33][CH2:32][CH2:31][N:26]1[CH2:30][CH2:29][CH2:28][CH2:27]1)=[O:25])[CH:3]1[C:12]2[N:11]=[CH:10][CH:9]=[CH:8][C:7]=2[CH2:6][CH2:5][CH2:4]1. The catalyst class is: 204. (4) Reactant: [CH3:1][C:2]1[N:3]([C:8]2[CH:17]=[C:16]3[C:11]([CH2:12][CH2:13][C:14](=[O:18])[NH:15]3)=[CH:10][CH:9]=2)[C:4]([CH3:7])=[CH:5][CH:6]=1.C(=O)([O-])[O-].[K+].[K+].Br[CH:26]([CH3:32])[C:27]([O:29][CH2:30][CH3:31])=[O:28]. Product: [CH3:1][C:2]1[N:3]([C:8]2[CH:17]=[C:16]3[C:11]([CH2:12][CH2:13][C:14](=[O:18])[N:15]3[CH:26]([CH3:32])[C:27]([O:29][CH2:30][CH3:31])=[O:28])=[CH:10][CH:9]=2)[C:4]([CH3:7])=[CH:5][CH:6]=1. The catalyst class is: 10. (5) Reactant: [Cl:1][C:2]1[CH:10]=[C:9]([C:11](=[O:14])[NH:12][CH3:13])[CH:8]=[C:7]([Cl:15])[C:3]=1[C:4]([OH:6])=O.S(Cl)(Cl)=O.[CH3:20][C:21]1[NH:35][C:24]2=[C:25]([NH:29][C:30]([CH:32]3[CH2:34][CH2:33]3)=[O:31])[N:26]=[CH:27][CH:28]=[C:23]2[CH:22]=1.[Cl-].[Al+3].[Cl-].[Cl-]. Product: [Cl:15][C:7]1[CH:8]=[C:9]([CH:10]=[C:2]([Cl:1])[C:3]=1[C:4]([C:22]1[C:23]2[C:24](=[C:25]([NH:29][C:30]([CH:32]3[CH2:33][CH2:34]3)=[O:31])[N:26]=[CH:27][CH:28]=2)[NH:35][C:21]=1[CH3:20])=[O:6])[C:11]([NH:12][CH3:13])=[O:14]. The catalyst class is: 98. (6) Reactant: C[O:2][C:3](=[O:31])[CH2:4][C:5]1[C:17]2[CH:16]=[N:15][C:14]([Cl:18])=[CH:13][C:12]=2[N:11]2[C:6]=1[CH2:7][CH2:8][CH:9]([N:19]([S:21]([C:24]1[CH:29]=[CH:28][C:27]([F:30])=[CH:26][CH:25]=1)(=[O:23])=[O:22])[CH3:20])[CH2:10]2.O.[Li+].[OH-].CC(O)=O. Product: [Cl:18][C:14]1[N:15]=[CH:16][C:17]2[C:5]([CH2:4][C:3]([OH:31])=[O:2])=[C:6]3[N:11]([C:12]=2[CH:13]=1)[CH2:10][CH:9]([N:19]([S:21]([C:24]1[CH:29]=[CH:28][C:27]([F:30])=[CH:26][CH:25]=1)(=[O:23])=[O:22])[CH3:20])[CH2:8][CH2:7]3. The catalyst class is: 1. (7) Reactant: Br[C:2]1[CH:7]=[C:6]([C:8]([CH3:11])([CH3:10])[CH3:9])[CH:5]=[C:4]([C:12]([CH3:15])([CH3:14])[CH3:13])[CH:3]=1.C([O-])([O-])=O.[Cs+].[Cs+].[CH3:22][C:23]1[C:24]([C:28]([O:30][CH2:31][CH3:32])=[O:29])=[CH:25][NH:26][CH:27]=1. Product: [C:12]([C:4]1[CH:3]=[C:2]([N:26]2[CH:27]=[C:23]([CH3:22])[C:24]([C:28]([O:30][CH2:31][CH3:32])=[O:29])=[CH:25]2)[CH:7]=[C:6]([C:8]([CH3:11])([CH3:10])[CH3:9])[CH:5]=1)([CH3:15])([CH3:14])[CH3:13]. The catalyst class is: 580. (8) Reactant: C([NH:8][C@H:9]([C:13]([OH:15])=O)[CH:10]([CH3:12])[CH3:11])(OC(C)(C)C)=O.CN1CCOCC1.ClC(OCC(C)C)=O.[Cl:31][C:32]1[CH:37]=[CH:36][C:35]([CH:38]=[CH:39][CH2:40][O:41][C:42]2[CH:47]=[CH:46][C:45]([CH2:48][CH2:49][NH2:50])=[CH:44][C:43]=2[O:51][CH3:52])=[CH:34][CH:33]=1.Cl. Product: [NH2:8][C@@H:9]([CH:10]([CH3:11])[CH3:12])[C:13]([NH:50][CH2:49][CH2:48][C:45]1[CH:46]=[CH:47][C:42]([O:41][CH2:40][CH2:39][CH2:38][C:35]2[CH:34]=[CH:33][C:32]([Cl:31])=[CH:37][CH:36]=2)=[C:43]([O:51][CH3:52])[CH:44]=1)=[O:15]. The catalyst class is: 7. (9) Reactant: [Cl:1][C:2]1[CH:7]=[CH:6][CH:5]=[C:4]([F:8])[C:3]=1[NH:9][C:10]1[N:14]([CH3:15])[C:13]2[C:16]3[CH2:17][C:18]([CH3:27])([CH3:26])[O:19][C:20]=3[C:21]([C:23](O)=[O:24])=[CH:22][C:12]=2[N:11]=1.S(Cl)(Cl)=O.[CH:32]1([C:35]2[CH:41]=[CH:40][C:38]([NH2:39])=[CH:37][CH:36]=2)[CH2:34][CH2:33]1.CCN(C(C)C)C(C)C. Product: [Cl:1][C:2]1[CH:7]=[CH:6][CH:5]=[C:4]([F:8])[C:3]=1[NH:9][C:10]1[N:14]([CH3:15])[C:13]2[C:16]3[CH2:17][C:18]([CH3:26])([CH3:27])[O:19][C:20]=3[C:21]([C:23]([NH:39][C:38]3[CH:40]=[CH:41][C:35]([CH:32]4[CH2:34][CH2:33]4)=[CH:36][CH:37]=3)=[O:24])=[CH:22][C:12]=2[N:11]=1. The catalyst class is: 1. (10) Reactant: [C:1]([C:4]1[CH:5]=[CH:6][C:7]([CH3:26])=[C:8]([CH:25]=1)[O:9][CH2:10][C:11]1[C:16]([CH3:17])=[CH:15][CH:14]=[CH:13][C:12]=1[N:18]1[C:22](=[O:23])[N:21]([CH3:24])[N:20]=[N:19]1)(=O)[CH3:2].Cl.[NH2:28][OH:29].N1C=CC=CC=1. Product: [OH:29][N:28]=[C:1]([C:4]1[CH:5]=[CH:6][C:7]([CH3:26])=[C:8]([CH:25]=1)[O:9][CH2:10][C:11]1[C:16]([CH3:17])=[CH:15][CH:14]=[CH:13][C:12]=1[N:18]1[C:22](=[O:23])[N:21]([CH3:24])[N:20]=[N:19]1)[CH3:2]. The catalyst class is: 8.